Task: Predict the reaction yield, written as a fraction of the theoretical maximum amount of product (1.0 means a 100% yield; for example, 0.34 means a 34% yield).. Dataset: Reaction yield outcomes from USPTO patents with 853,638 reactions (1) The reactants are [CH2:1]([O:3][C:4](=[O:32])[CH2:5][CH2:6][CH2:7][CH2:8][CH2:9][CH2:10][N:11]([C:26]1[CH:31]=[CH:30][CH:29]=[CH:28][N:27]=1)[C:12]1[CH:17]=[CH:16][C:15](OS(C(F)(F)F)(=O)=O)=[CH:14][N:13]=1)[CH3:2].[F:33][C:34]1[CH:39]=[CH:38][C:37](B(O)O)=[CH:36][CH:35]=1.C(=O)([O-])[O-].[K+].[K+].O. The catalyst is C1(C)C=CC=CC=1.C1C=CC([P]([Pd]([P](C2C=CC=CC=2)(C2C=CC=CC=2)C2C=CC=CC=2)([P](C2C=CC=CC=2)(C2C=CC=CC=2)C2C=CC=CC=2)[P](C2C=CC=CC=2)(C2C=CC=CC=2)C2C=CC=CC=2)(C2C=CC=CC=2)C2C=CC=CC=2)=CC=1. The product is [CH2:1]([O:3][C:4](=[O:32])[CH2:5][CH2:6][CH2:7][CH2:8][CH2:9][CH2:10][N:11]([C:12]1[CH:17]=[CH:16][C:15]([C:37]2[CH:38]=[CH:39][C:34]([F:33])=[CH:35][CH:36]=2)=[CH:14][N:13]=1)[C:26]1[CH:31]=[CH:30][CH:29]=[CH:28][N:27]=1)[CH3:2]. The yield is 0.220. (2) The reactants are Br[CH2:2][C:3]1[CH:12]=[CH:11][C:6]([C:7]([O:9][CH3:10])=[O:8])=[CH:5][C:4]=1[O:13][CH3:14].[F:15][C:16]1[CH:21]=[CH:20][C:19]([CH2:22][NH2:23])=[CH:18][CH:17]=1.C(N(CC)CC)C. The catalyst is C1COCC1. The product is [F:15][C:16]1[CH:21]=[CH:20][C:19]([CH2:22][NH:23][CH2:2][C:3]2[CH:12]=[CH:11][C:6]([C:7]([O:9][CH3:10])=[O:8])=[CH:5][C:4]=2[O:13][CH3:14])=[CH:18][CH:17]=1. The yield is 0.570.